From a dataset of Catalyst prediction with 721,799 reactions and 888 catalyst types from USPTO. Predict which catalyst facilitates the given reaction. (1) Reactant: [F:1][C:2]1[CH:3]=[C:4]([OH:10])[CH:5]=[CH:6][C:7]=1SC.O[O:12][S:13]([O-:15])=O.[K+].[CH2:17]1COCC1. Product: [F:1][C:2]1[CH:3]=[C:4]([OH:10])[CH:5]=[CH:6][C:7]=1[S:13]([CH3:17])(=[O:15])=[O:12]. The catalyst class is: 6. (2) Reactant: C(=O)([O-])O.[Na+].Cl.[NH2:7][CH2:8][C:9](=[O:21])[CH2:10][CH2:11][C:12]([O:14][CH2:15][CH2:16][CH2:17][CH2:18][CH2:19][CH3:20])=[O:13].[C:22]1(C)[CH:27]=[CH:26][C:25]([S:28]([OH:31])(=[O:30])=[O:29])=[CH:24][CH:23]=1. Product: [C:24]1([CH3:8])[C:25]([S:28]([OH:31])(=[O:29])=[O:30])=[CH:26][CH:27]=[CH:22][CH:23]=1.[NH2:7][CH2:8][C:9](=[O:21])[CH2:10][CH2:11][C:12]([O:14][CH2:15][CH2:16][CH2:17][CH2:18][CH2:19][CH3:20])=[O:13]. The catalyst class is: 229. (3) Reactant: [Br:1][C:2]1[CH:7]=[CH:6][C:5]([CH:8]([C:10]2[CH:15]=[CH:14][CH:13]=[CH:12][C:11]=2[F:16])O)=[CH:4][CH:3]=1.S(Cl)([Cl:19])=O.C([O-])([O-])=O.[Na+].[Na+]. Product: [Br:1][C:2]1[CH:7]=[CH:6][C:5]([CH:8]([Cl:19])[C:10]2[CH:15]=[CH:14][CH:13]=[CH:12][C:11]=2[F:16])=[CH:4][CH:3]=1. The catalyst class is: 2. (4) Reactant: Cl.Cl.[CH3:3][O:4][C@H:5]1[CH2:9][N:8]([CH2:10][C:11](=[O:22])[NH:12][C:13]2[S:14][C:15]3[CH2:16][CH2:17][CH2:18][NH:19][C:20]=3[N:21]=2)[CH2:7][C@@H:6]1[NH:23][C:24]([C:26]1[S:27][C:28]([Cl:31])=[CH:29][CH:30]=1)=[O:25].I[CH:33]([CH3:35])[CH3:34]. Product: [CH:33]([CH:18]1[CH2:17][CH2:16][C:15]2[S:14][C:13]([NH:12][C:11]([CH2:10][N:8]3[CH2:9][C@H:5]([O:4][CH3:3])[C@@H:6]([NH:23][C:24]([C:26]4[S:27][C:28]([Cl:31])=[CH:29][CH:30]=4)=[O:25])[CH2:7]3)=[O:22])=[N:21][C:20]=2[NH:19]1)([CH3:35])[CH3:34]. The catalyst class is: 1. (5) Reactant: [B:10]1([B:10]2[O:14][C:13]([CH3:16])([CH3:15])[C:12]([CH3:18])([CH3:17])[O:11]2)[O:14][C:13]([CH3:16])([CH3:15])[C:12]([CH3:18])([CH3:17])[O:11]1.Br[C:20]1[CH:25]=[CH:24][C:23]([N:26]2[C:34]3[C:29](=[CH:30][CH:31]=[CH:32][CH:33]=3)[CH:28]=[CH:27]2)=[CH:22][C:21]=1[O:35][CH3:36].C([O-])(=O)C.[K+]. Product: [CH3:36][O:35][C:21]1[CH:22]=[C:23]([N:26]2[C:34]3[C:29](=[CH:30][CH:31]=[CH:32][CH:33]=3)[CH:28]=[CH:27]2)[CH:24]=[CH:25][C:20]=1[B:10]1[O:11][C:12]([CH3:17])([CH3:18])[C:13]([CH3:15])([CH3:16])[O:14]1. The catalyst class is: 215.